The task is: Predict which catalyst facilitates the given reaction.. This data is from Catalyst prediction with 721,799 reactions and 888 catalyst types from USPTO. (1) Reactant: [CH:1]([C@@H:3]1[CH2:7][O:6][C:5]([CH3:9])([CH3:8])[N:4]1[C:10]([O:12][C:13]([CH3:16])([CH3:15])[CH3:14])=[O:11])=O.[C:17]1([CH2:23][NH2:24])[CH:22]=[CH:21][CH:20]=[CH:19][CH:18]=1.C1(C)C=CC=CC=1.C(O[BH-](OC(=O)C)OC(=O)C)(=O)C.[Na+]. Product: [CH2:23]([NH:24][CH2:1][C@H:3]1[CH2:7][O:6][C:5]([CH3:9])([CH3:8])[N:4]1[C:10]([O:12][C:13]([CH3:16])([CH3:15])[CH3:14])=[O:11])[C:17]1[CH:22]=[CH:21][CH:20]=[CH:19][CH:18]=1. The catalyst class is: 325. (2) Reactant: [CH2:1]([C:3]1[CH:8]=[CH:7][C:6]([C:9]2[C:13]([CH2:14][O:15][C:16]3[CH:21]=[CH:20][C:19]([CH2:22][CH:23]([CH3:29])[C:24]([O:26]CC)=[O:25])=[CH:18][C:17]=3[F:30])=[C:12]([C:31]([F:34])([F:33])[F:32])[S:11][N:10]=2)=[CH:5][CH:4]=1)[CH3:2].C(C1C=CC(C2C(CO)=C(C(F)(F)F)SN=2)=CC=1)C.FC1C=C(CC(C)C(OCC)=O)C=CC=1O.[Li+].[OH-]. Product: [CH2:1]([C:3]1[CH:8]=[CH:7][C:6]([C:9]2[C:13]([CH2:14][O:15][C:16]3[CH:21]=[CH:20][C:19]([CH2:22][CH:23]([CH3:29])[C:24]([OH:26])=[O:25])=[CH:18][C:17]=3[F:30])=[C:12]([C:31]([F:32])([F:34])[F:33])[S:11][N:10]=2)=[CH:5][CH:4]=1)[CH3:2]. The catalyst class is: 132. (3) Reactant: Br[C:2]1[C:10]2[C:9]([NH:11][C@H:12]([C:14]3[N:19]([C:20]4[CH:25]=[CH:24][CH:23]=[CH:22][CH:21]=4)[C:18](=[O:26])[C:17]4=[C:27]([CH3:30])[CH:28]=[CH:29][N:16]4[N:15]=3)[CH3:13])=[N:8][CH:7]=[N:6][C:5]=2[N:4]([CH2:31][O:32][CH2:33][CH2:34][Si:35]([CH3:38])([CH3:37])[CH3:36])[CH:3]=1.[NH:39]1[CH:43]=[C:42](B(O)O)[CH:41]=[N:40]1.C(=O)([O-])[O-].[Na+].[Na+]. Product: [NH:39]1[CH:43]=[C:42]([C:2]2[C:10]3[C:9]([NH:11][C@H:12]([C:14]4[N:19]([C:20]5[CH:25]=[CH:24][CH:23]=[CH:22][CH:21]=5)[C:18](=[O:26])[C:17]5=[C:27]([CH3:30])[CH:28]=[CH:29][N:16]5[N:15]=4)[CH3:13])=[N:8][CH:7]=[N:6][C:5]=3[N:4]([CH2:31][O:32][CH2:33][CH2:34][Si:35]([CH3:38])([CH3:37])[CH3:36])[CH:3]=2)[CH:41]=[N:40]1. The catalyst class is: 235. (4) Reactant: C(=O)([O-])[O-].[Cs+].[Cs+].[Cl:7][C:8]1[CH:13]=[CH:12][C:11]([N:14]2[C:18]3[CH:19]=[CH:20][CH:21]=[CH:22][C:17]=3[NH:16][S:15]2(=[O:24])=[O:23])=[CH:10][CH:9]=1.[Br:25][CH2:26][CH2:27][CH2:28][CH2:29]Br. Product: [Br:25][CH2:26][CH2:27][CH2:28][CH2:29][N:16]1[C:17]2[CH:22]=[CH:21][CH:20]=[CH:19][C:18]=2[N:14]([C:11]2[CH:12]=[CH:13][C:8]([Cl:7])=[CH:9][CH:10]=2)[S:15]1(=[O:23])=[O:24]. The catalyst class is: 369. (5) Reactant: [CH3:1][C:2]1([CH3:10])[O:6][C@H:5]([C:7](=O)C)[CH2:4][O:3]1.Cl.[NH2:12][OH:13].C([O-])([O-])=O.[Na+].[Na+]. Product: [CH3:1][C:2]1([CH3:10])[O:6][C@H:5]([CH:7]=[N:12][OH:13])[CH2:4][O:3]1. The catalyst class is: 1. (6) Reactant: NC(N)=[S:3].Br[CH:6]([C:13]1[CH:18]=[CH:17][CH:16]=[CH:15][CH:14]=1)[C:7]1[CH:12]=[CH:11][CH:10]=[CH:9][CH:8]=1.[OH-].[Na+].Cl[CH2:22][C:23]([OH:25])=O. Product: [CH:6]([CH2:22][C:23]([OH:25])=[S:3])([C:13]1[CH:18]=[CH:17][CH:16]=[CH:15][CH:14]=1)[C:7]1[CH:12]=[CH:11][CH:10]=[CH:9][CH:8]=1. The catalyst class is: 6.